This data is from Reaction yield outcomes from USPTO patents with 853,638 reactions. The task is: Predict the reaction yield, written as a fraction of the theoretical maximum amount of product (1.0 means a 100% yield; for example, 0.34 means a 34% yield). (1) The reactants are [N+:1]([C:4]1[CH:5]=[CH:6][C:7]([N:10]2[CH2:15][CH2:14][CH2:13][CH2:12][C:11]2=[O:16])=[N:8][CH:9]=1)([O-])=O. The catalyst is CO.C1COCC1.[Ni]. The product is [NH2:1][C:4]1[CH:5]=[CH:6][C:7]([N:10]2[CH2:15][CH2:14][CH2:13][CH2:12][C:11]2=[O:16])=[N:8][CH:9]=1. The yield is 0.480. (2) The reactants are [CH2:1]([O:3][C:4]([CH:6]1[CH:8]([C:9]2[S:10][CH:11]=[CH:12][CH:13]=2)O1)=[O:5])[CH3:2].[N-:14]=[N+]=[N-].[Na+].[NH4+].[Cl-].C1C=CC(P(C2C=CC=CC=2)C2C=CC=CC=2)=CC=1.N#N. The catalyst is CO. The product is [CH2:1]([O:3][C:4]([C@H:6]1[C@H:8]([C:9]2[S:10][CH:11]=[CH:12][CH:13]=2)[NH:14]1)=[O:5])[CH3:2]. The yield is 0.620. (3) The reactants are [Cl:1][C:2]1[CH:3]=[C:4]([O:8][P:9]([CH2:19][NH:20][S:21]([C:24]2[S:25][CH:26]=[CH:27][CH:28]=2)(=[O:23])=[O:22])(=[O:18])[O:10]C2C=CC=C(Cl)C=2)[CH:5]=[CH:6][CH:7]=1.[OH-].[Na+].O. The catalyst is O1CCOCC1. The product is [NH4+:20].[Cl:1][C:2]1[CH:3]=[C:4]([O:8][P:9]([CH2:19][NH:20][S:21]([C:24]2[S:25][CH:26]=[CH:27][CH:28]=2)(=[O:23])=[O:22])(=[O:10])[O-:18])[CH:5]=[CH:6][CH:7]=1. The yield is 0.400. (4) The reactants are C[O:2][C:3](=[O:22])[CH2:4][CH2:5][C:6]1[CH:11]=[CH:10][C:9]([O:12][C:13]2[CH:18]=[CH:17][CH:16]=[C:15](Br)[C:14]=2[CH3:20])=[CH:8][C:7]=1[CH3:21].[Cl:23][C:24]1[CH:29]=[CH:28][C:27]([OH:30])=[C:26]([O:31][C:32]2[CH:37]=[CH:36][CH:35]=[CH:34][CH:33]=2)[CH:25]=1. No catalyst specified. The product is [Cl:23][C:24]1[CH:29]=[CH:28][C:27]([O:30][C:15]2[C:14]([CH3:20])=[C:13]([CH:18]=[CH:17][CH:16]=2)[O:12][C:9]2[CH:10]=[CH:11][C:6]([CH2:5][CH2:4][C:3]([OH:2])=[O:22])=[C:7]([CH3:21])[CH:8]=2)=[C:26]([O:31][C:32]2[CH:37]=[CH:36][CH:35]=[CH:34][CH:33]=2)[CH:25]=1. The yield is 0.0900. (5) The reactants are [C:1]([O:5][C:6]([N:8]([C:13]1[CH:14]=[C:15]([CH:20]=[CH:21][C:22]=1[O:23][CH3:24])[C:16]([O:18]C)=[O:17])[S:9]([CH3:12])(=[O:11])=[O:10])=[O:7])([CH3:4])([CH3:3])[CH3:2].[Li+].[OH-]. The catalyst is C1COCC1. The product is [C:1]([O:5][C:6]([N:8]([C:13]1[CH:14]=[C:15]([CH:20]=[CH:21][C:22]=1[O:23][CH3:24])[C:16]([OH:18])=[O:17])[S:9]([CH3:12])(=[O:11])=[O:10])=[O:7])([CH3:4])([CH3:3])[CH3:2]. The yield is 0.571. (6) The reactants are [Cl:1][C:2]1[CH:3]=[C:4]([CH:9](O)[C:10]([F:13])([F:12])[F:11])[CH:5]=[C:6]([Cl:8])[CH:7]=1.C1C(=O)N([Br:22])C(=O)C1.P(OC1C=CC=CC=1)(OC1C=CC=CC=1)OC1C=CC=CC=1. The catalyst is C(Cl)Cl. The product is [Br:22][CH:9]([C:4]1[CH:3]=[C:2]([Cl:1])[CH:7]=[C:6]([Cl:8])[CH:5]=1)[C:10]([F:13])([F:12])[F:11]. The yield is 0.400.